This data is from Reaction yield outcomes from USPTO patents with 853,638 reactions. The task is: Predict the reaction yield, written as a fraction of the theoretical maximum amount of product (1.0 means a 100% yield; for example, 0.34 means a 34% yield). The reactants are O[CH2:2][CH2:3][C:4]1[CH:19]=[CH:18][C:7]([O:8][C:9]2[CH:17]=[CH:16][C:12]([C:13]([NH2:15])=[O:14])=[CH:11][N:10]=2)=[CH:6][CH:5]=1.CCN(CC)CC.CS(Cl)(=O)=O.[NH:32]1[CH2:37][CH2:36][CH2:35][CH2:34][CH2:33]1. The catalyst is CN(C=O)C.O. The product is [N:32]1([CH2:2][CH2:3][C:4]2[CH:19]=[CH:18][C:7]([O:8][C:9]3[CH:17]=[CH:16][C:12]([C:13]([NH2:15])=[O:14])=[CH:11][N:10]=3)=[CH:6][CH:5]=2)[CH2:37][CH2:36][CH2:35][CH2:34][CH2:33]1. The yield is 0.550.